From a dataset of NCI-60 drug combinations with 297,098 pairs across 59 cell lines. Regression. Given two drug SMILES strings and cell line genomic features, predict the synergy score measuring deviation from expected non-interaction effect. (1) Drug 1: CC(CN1CC(=O)NC(=O)C1)N2CC(=O)NC(=O)C2. Drug 2: CC(C)(C#N)C1=CC(=CC(=C1)CN2C=NC=N2)C(C)(C)C#N. Synergy scores: CSS=25.5, Synergy_ZIP=-10.5, Synergy_Bliss=-5.36, Synergy_Loewe=-5.51, Synergy_HSA=-3.03. Cell line: CAKI-1. (2) Drug 2: C#CCC(CC1=CN=C2C(=N1)C(=NC(=N2)N)N)C3=CC=C(C=C3)C(=O)NC(CCC(=O)O)C(=O)O. Cell line: A498. Synergy scores: CSS=37.6, Synergy_ZIP=-11.4, Synergy_Bliss=-10.1, Synergy_Loewe=-9.93, Synergy_HSA=-4.42. Drug 1: C1C(C(OC1N2C=C(C(=O)NC2=O)F)CO)O.